This data is from Forward reaction prediction with 1.9M reactions from USPTO patents (1976-2016). The task is: Predict the product of the given reaction. Given the reactants [CH3:1][O:2][CH:3]([C:7]1[CH:12]=[CH:11][C:10]([C:13]2[O:14][C:15]([CH3:18])=[N:16][N:17]=2)=[CH:9][CH:8]=1)[C:4]([OH:6])=O.C([N:22]([CH:25](C)C)CC)(C)C.[CH3:28][O:29]CCN(S(F)(F)F)CCOC, predict the reaction product. The product is: [CH3:28][O:29][N:22]([CH3:25])[C:4](=[O:6])[CH:3]([O:2][CH3:1])[C:7]1[CH:12]=[CH:11][C:10]([C:13]2[O:14][C:15]([CH3:18])=[N:16][N:17]=2)=[CH:9][CH:8]=1.